Token-level Classification. Given an antibody amino acid sequence, predict which amino acid positions are active in antigen binding. Output is a list of indices for active paratope positions. From a dataset of Antibody paratope prediction from SAbDab with 1,023 antibody chains. (1) The paratope positions are: [95]. Given the antibody sequence: EVVLTQSPATLSLSPGERATISCRASQSVGGYLTWYQQKPGQAPRLLIYDASNRATGIPARFSGSGSGTDFTLTISGLEPEDFAIYYCQQRGNWPPITFGQGTRLEIK, which amino acid positions are active in antigen binding (paratope)? (2) Given the antibody sequence: DIVMTQSPDSLAVSLGERATINCKSSQSVLYSSNNKNYLAWYQQKPGQPPKLLIYWASTRESGVPDRFSGSGSGTDFTLTISSLQAEDVAVYYCQQYYRTPPLTFGGGTKVEIK, which amino acid positions are active in antigen binding (paratope)? The paratope positions are: [30, 31, 32, 33, 34, 35, 101]. (3) Given the antibody sequence: DIVLTQSPSSLSASVGDRVTITCRASESVDGYGYSFLHWFQQKPGKAPKLLIYLASNLNSGVPSRFSGSGSGTDFTLTISSLQPEDFATYYCQQNNVDPWTFGQGTKLEIK, which amino acid positions are active in antigen binding (paratope)? The paratope positions are: [30, 31, 32, 33]. (4) Given the antibody sequence: DVVMTQTPLSLPVSLGDQASISCRSSQSLVHRNGNTYLHWYLQKPGQSPKLLIHKVSNRFSGVPDRFSGSGSGTDFTLKISRVEAEDLGVYFCSQSTHVPPLTFGAGTKLELK, which amino acid positions are active in antigen binding (paratope)? The paratope positions are: [30, 31, 32, 33, 34, 100]. (5) Given the antibody sequence: QVTLKESGPGILKPSQTLSLTCSFSGFSLSTSGMGVGWIRQPSGKGLEWLAHIWWDDDRSYNPSLKSQLTISKDAARNQVFLRITSVDTADTATYYCVRRAHTTVLGDWFAYWGQGTLVTVS, which amino acid positions are active in antigen binding (paratope)? The paratope positions are: [31, 32, 54, 84, 85, 86, 105, 106, 107, 108, 109]. (6) Given the antibody sequence: DIVMSQSPSSLAVSAGEKVTMSCKSSQSLLNSRTRKNYLAWYQQKPGQSPKVLIYWASTRESGVPDRFTGRGSGTDFTLTISSVQAEDQAVYYCKQAYIPPLTFGAGTKLELK, which amino acid positions are active in antigen binding (paratope)? The paratope positions are: [30, 31, 32, 33, 34, 35]. (7) Given the antibody sequence: EVKLVESGGGLVQPGGSLKLSCATSGFTFSDYYIYWVRQTPEKRLEWVAYISNGGYKTYYPDTVKGRFTISRDNAKNILYLQMSRLKSEDTGIYYCARGMDYWGQGTSVTVSS, which amino acid positions are active in antigen binding (paratope)? The paratope positions are: [52, 83, 84, 85].